From a dataset of Catalyst prediction with 721,799 reactions and 888 catalyst types from USPTO. Predict which catalyst facilitates the given reaction. Reactant: [OH:1][C:2]1[CH:3]=[CH:4][C:5]2[C:9]([O:10][C:11]3[CH:16]=[CH:15][C:14]([O:17][CH2:18][CH2:19][N:20]4[CH2:25][CH2:24][CH2:23][CH2:22][CH2:21]4)=[CH:13][CH:12]=3)=[C:8]([C:26]3[CH:31]=[CH:30][C:29]([C:32]([C:34]4[CH:39]=[CH:38][CH:37]=[CH:36][CH:35]=4)=[O:33])=[CH:28][CH:27]=3)[S:7][C:6]=2[CH:40]=1.[ClH:41]. Product: [ClH:41].[OH:1][C:2]1[CH:3]=[CH:4][C:5]2[C:9]([O:10][C:11]3[CH:16]=[CH:15][C:14]([O:17][CH2:18][CH2:19][N:20]4[CH2:21][CH2:22][CH2:23][CH2:24][CH2:25]4)=[CH:13][CH:12]=3)=[C:8]([C:26]3[CH:31]=[CH:30][C:29]([C:32]([C:34]4[CH:39]=[CH:38][CH:37]=[CH:36][CH:35]=4)=[O:33])=[CH:28][CH:27]=3)[S:7][C:6]=2[CH:40]=1. The catalyst class is: 2.